This data is from Forward reaction prediction with 1.9M reactions from USPTO patents (1976-2016). The task is: Predict the product of the given reaction. (1) Given the reactants CN(C)C1CC2C(=CC=C(NC(=O)C)C=2)C1.[CH3:17][N:18]([CH3:35])[CH:19]1[CH2:27][C:26]2[C:21](=[CH:22][C:23]([N+:32]([O-:34])=[O:33])=[C:24]([NH:28]C(=O)C)[CH:25]=2)[CH2:20]1.CN(C)C1CC2C(=CC=C(NC(=O)C)C=2[N+]([O-])=O)C1.C(N)(=O)C, predict the reaction product. The product is: [CH3:17][N:18]([CH3:35])[CH:19]1[CH2:27][C:26]2[C:21](=[CH:22][C:23]([N+:32]([O-:34])=[O:33])=[C:24]([NH2:28])[CH:25]=2)[CH2:20]1. (2) Given the reactants [CH2:1]([C:5]1([C:15]2[CH:20]=[CH:19][CH:18]=[CH:17][CH:16]=2)[C:9]2[CH2:10][NH:11][CH2:12][CH2:13][C:8]=2[C:7](=[O:14])[O:6]1)[CH:2]([CH3:4])[CH3:3].[CH:21](=[O:30])/[CH:22]=[CH:23]/[C:24]1[CH:29]=[CH:28][CH:27]=[CH:26][CH:25]=1.C(O[BH-](OC(=O)C)OC(=O)C)(=O)C.[Na+].C(OCC)(=O)C, predict the reaction product. The product is: [C:21]([N:11]1[CH2:12][CH2:13][C:8]2[C:7](=[O:14])[O:6][C:5]([CH2:1][CH:2]([CH3:4])[CH3:3])([C:15]3[CH:20]=[CH:19][CH:18]=[CH:17][CH:16]=3)[C:9]=2[CH2:10]1)(=[O:30])[CH:22]=[CH:23][C:24]1[CH:29]=[CH:28][CH:27]=[CH:26][CH:25]=1. (3) Given the reactants Cl[C:2]1C=CC=C(C(OO)=O)[CH:3]=1.C(S[C:15]1[C:16]([C:21]([NH:23][C:24]2[CH:29]=[CH:28][C:27]([C:30]([F:36])([F:35])[C:31]([F:34])([F:33])[F:32])=[CH:26][N:25]=2)=[O:22])=[N:17][CH:18]=[CH:19][CH:20]=1)C.C(=O)(O)[O-].[Na+].[S:42]([O-:46])([O-])(=[O:44])=S.[Na+].[Na+], predict the reaction product. The product is: [CH2:2]([S:42]([C:15]1[C:16]([C:21]([NH:23][C:24]2[CH:29]=[CH:28][C:27]([C:30]([F:35])([F:36])[C:31]([F:32])([F:34])[F:33])=[CH:26][N:25]=2)=[O:22])=[N:17][CH:18]=[CH:19][CH:20]=1)(=[O:46])=[O:44])[CH3:3]. (4) Given the reactants [F:1][C:2]1[CH:7]=[CH:6][C:5](B(O)O)=[CH:4][CH:3]=1.Cl[C:12]1[N:17]=[N:16][C:15]([N:18]2[CH2:23][CH2:22][CH:21]([N:24]3[C:32]4[C:27](=[CH:28][CH:29]=[C:30]([F:33])[CH:31]=4)[CH2:26][CH2:25]3)[CH2:20][CH2:19]2)=[CH:14][CH:13]=1, predict the reaction product. The product is: [F:33][C:30]1[CH:31]=[C:32]2[C:27]([CH2:26][CH2:25][N:24]2[CH:21]2[CH2:22][CH2:23][N:18]([C:15]3[N:16]=[N:17][C:12]([C:5]4[CH:6]=[CH:7][C:2]([F:1])=[CH:3][CH:4]=4)=[CH:13][CH:14]=3)[CH2:19][CH2:20]2)=[CH:28][CH:29]=1. (5) Given the reactants [CH2:1]([N:3]1[C:11]2[C:6](=[CH:7][CH:8]=[C:9]([N+:12]([O-])=O)[CH:10]=2)[CH:5]=[CH:4]1)[CH3:2].[Cl-].[NH4+].C(=O)([O-])[O-].[Na+].[Na+], predict the reaction product. The product is: [CH2:1]([N:3]1[C:11]2[C:6](=[CH:7][CH:8]=[C:9]([NH2:12])[CH:10]=2)[CH:5]=[CH:4]1)[CH3:2]. (6) Given the reactants [CH:1]([C:4]1[C:5](=[O:21])[NH:6][C:7](=O)[NH:8][C:9]=1[C:10]1[CH:11]=[N:12][C:13]2[C:18]([CH:19]=1)=[CH:17][CH:16]=[CH:15][CH:14]=2)([CH3:3])[CH3:2].[C:22](=[O:25])([O-])[O-].[K+].[K+].[CH3:28]N(C=O)C, predict the reaction product. The product is: [CH2:7]([N:8]1[C:9]([C:10]2[CH:11]=[N:12][C:13]3[C:18]([CH:19]=2)=[CH:17][CH:16]=[CH:15][CH:14]=3)=[C:4]([CH:1]([CH3:3])[CH3:2])[C:5](=[O:21])[NH:6][C:22]1=[O:25])[CH3:28]. (7) Given the reactants [C:1]([O:5][C:6]([N:8]1[CH2:12][CH2:11][CH2:10][C@H:9]1[CH2:13][OH:14])=[O:7])([CH3:4])([CH3:3])[CH3:2].[Cl:15][C:16]1[CH:21]=[CH:20][C:19]([N+:22]([O-:24])=[O:23])=[CH:18][C:17]=1O, predict the reaction product. The product is: [Cl:15][C:16]1[CH:21]=[CH:20][C:19]([N+:22]([O-:24])=[O:23])=[CH:18][C:17]=1[O:14][CH2:13][C@@H:9]1[CH2:10][CH2:11][CH2:12][N:8]1[C:6]([O:5][C:1]([CH3:4])([CH3:3])[CH3:2])=[O:7]. (8) Given the reactants [CH3:1][N:2]1[CH2:7][CH2:6][C:5]([CH3:13])([C:8]([O:10]CC)=[O:9])[CH2:4][CH2:3]1.[OH-].[Na+], predict the reaction product. The product is: [CH3:1][N:2]1[CH2:7][CH2:6][C:5]([CH3:13])([C:8]([OH:10])=[O:9])[CH2:4][CH2:3]1. (9) Given the reactants [CH2:1]([O:8][C:9]([NH:11][CH:12]1[CH2:21][CH:20]([OH:22])[C:19]2[N:18]=[CH:17][CH:16]=[CH:15][C:14]=2[CH2:13]1)=[O:10])[C:2]1[CH:7]=[CH:6][CH:5]=[CH:4][CH:3]=1.CC(OI1(OC(C)=O)(OC(C)=O)OC(=O)C2C=CC=CC1=2)=O, predict the reaction product. The product is: [CH2:1]([O:8][C:9]([NH:11][CH:12]1[CH2:21][C:20](=[O:22])[C:19]2[N:18]=[CH:17][CH:16]=[CH:15][C:14]=2[CH2:13]1)=[O:10])[C:2]1[CH:3]=[CH:4][CH:5]=[CH:6][CH:7]=1.